Dataset: Forward reaction prediction with 1.9M reactions from USPTO patents (1976-2016). Task: Predict the product of the given reaction. Given the reactants [CH3:1][O-:2].[Na+].CO.CS([C:10]1[CH:15]=[C:14]([C:16]2[CH:21]=[CH:20][C:19]([C:22]([F:25])([F:24])[F:23])=[CH:18][N:17]=2)[N:13]2[N:26]=[CH:27][N:28]=[C:12]2[N:11]=1)(=O)=O, predict the reaction product. The product is: [CH3:1][O:2][C:10]1[CH:15]=[C:14]([C:16]2[CH:21]=[CH:20][C:19]([C:22]([F:25])([F:24])[F:23])=[CH:18][N:17]=2)[N:13]2[N:26]=[CH:27][N:28]=[C:12]2[N:11]=1.